The task is: Predict the reactants needed to synthesize the given product.. This data is from Full USPTO retrosynthesis dataset with 1.9M reactions from patents (1976-2016). (1) Given the product [ClH:28].[CH2:1]([C:3]1[CH:12]=[C:11]([C:13]([F:14])([F:15])[F:16])[C:10]2[C:9](=[O:17])[NH:8][C@@H:7]3[CH2:18][NH:19][CH2:20][C@H:6]3[C:5]=2[CH:4]=1)[CH3:2], predict the reactants needed to synthesize it. The reactants are: [CH2:1]([C:3]1[CH:12]=[C:11]([C:13]([F:16])([F:15])[F:14])[C:10]2[C:9](=[O:17])[NH:8][C@@H:7]3[CH2:18][N:19](C(OC(C)(C)C)=O)[CH2:20][C@H:6]3[C:5]=2[CH:4]=1)[CH3:2].[ClH:28]. (2) Given the product [CH:1]1([C:7]2[C:9]([C:10]([O:12][CH3:13])=[O:11])=[CH:14][N:27]=[C:25]([N:22]3[CH2:23][CH2:24][O:19][CH2:20][CH2:21]3)[N:26]=2)[CH2:6][CH2:5][CH2:4][CH2:3][CH2:2]1, predict the reactants needed to synthesize it. The reactants are: [CH:1]1([C:7]([C:9](=[CH:14]N(C)C)[C:10]([O:12][CH3:13])=[O:11])=O)[CH2:6][CH2:5][CH2:4][CH2:3][CH2:2]1.Br.[O:19]1[CH2:24][CH2:23][N:22]([C:25]([NH2:27])=[NH:26])[CH2:21][CH2:20]1.C[O-].[Na+]. (3) Given the product [Si:30]([O:29][CH2:28][CH:27]([N:18]1[CH:19]=[CH:20][C:15]([C:13]2[CH:12]=[CH:11][N:10]=[C:9]([S:8][CH3:7])[N:14]=2)=[N:16][C:17]1=[O:21])[C:37]1[CH:42]=[CH:41][C:40]([Cl:43])=[C:39]([F:44])[CH:38]=1)([C:33]([CH3:35])([CH3:36])[CH3:34])([CH3:32])[CH3:31], predict the reactants needed to synthesize it. The reactants are: CC([O-])(C)C.[K+].[CH3:7][S:8][C:9]1[N:14]=[C:13]([C:15]2[CH:20]=[CH:19][NH:18][C:17](=[O:21])[N:16]=2)[CH:12]=[CH:11][N:10]=1.CS(O[CH:27]([C:37]1[CH:42]=[CH:41][C:40]([Cl:43])=[C:39]([F:44])[CH:38]=1)[CH2:28][O:29][Si:30]([C:33]([CH3:36])([CH3:35])[CH3:34])([CH3:32])[CH3:31])(=O)=O. (4) Given the product [N:37]1([CH2:36][CH2:35][NH:34][C:24]([C:19]2[NH:20][C:21]3[C:17]([C:18]=2[C:27]2[CH:32]=[CH:31][CH:30]=[C:29]([F:33])[CH:28]=2)=[CH:16][C:15]([NH:14][S:11]([C:8]2[CH:9]=[CH:10][C:5]([C:1]([CH3:4])([CH3:2])[CH3:3])=[CH:6][CH:7]=2)(=[O:13])=[O:12])=[CH:23][CH:22]=3)=[O:26])[CH2:42][CH2:41][O:40][CH2:39][CH2:38]1, predict the reactants needed to synthesize it. The reactants are: [C:1]([C:5]1[CH:10]=[CH:9][C:8]([S:11]([NH:14][C:15]2[CH:16]=[C:17]3[C:21](=[CH:22][CH:23]=2)[NH:20][C:19]([C:24]([OH:26])=O)=[C:18]3[C:27]2[CH:32]=[CH:31][CH:30]=[C:29]([F:33])[CH:28]=2)(=[O:13])=[O:12])=[CH:7][CH:6]=1)([CH3:4])([CH3:3])[CH3:2].[NH2:34][CH2:35][CH2:36][N:37]1[CH2:42][CH2:41][O:40][CH2:39][CH2:38]1. (5) Given the product [NH2:1][C:2](=[N:8][C:9]1[CH:14]=[CH:13][C:12]([N:15]2[CH2:16][CH2:17][N:18]([C:21]([NH:23][CH2:24][CH2:25][CH2:26][CH2:27][CH:28]3[CH2:32][CH2:31][S:30][S:29]3)=[O:22])[CH2:19][CH2:20]2)=[CH:11][C:10]=1[CH3:35])[C:3]1[S:4][CH:5]=[CH:6][CH:7]=1, predict the reactants needed to synthesize it. The reactants are: [NH2:1][C:2](=[N:8][C:9]1[CH:14]=[CH:13][C:12]([N:15]2[CH2:20][CH2:19][N:18]([C:21]([NH:23][CH2:24][CH2:25][CH2:26][CH2:27][CH:28]3[CH2:32][CH2:31][S:30][S:29]3)=[O:22])[CH2:17][CH2:16]2)=[C:11](C)[CH:10]=1)[C:3]1[S:4][CH:5]=[CH:6][CH:7]=1.F[C:35]1C=CC([N+]([O-])=O)=C(C)C=1. (6) Given the product [CH3:46][C:38]1([N:32]2[C:31](=[O:47])[C:30]3[C:34](=[CH:35][CH:36]=[C:28]([CH2:27][NH:26][C:10]([C:7]4[N:8]=[N:9][C:4]([S:3][CH2:1][CH3:2])=[CH:5][CH:6]=4)=[O:12])[CH:29]=3)[C:33]2=[O:37])[CH2:43][CH2:42][C:41](=[O:44])[NH:40][C:39]1=[O:45], predict the reactants needed to synthesize it. The reactants are: [CH2:1]([S:3][C:4]1[N:9]=[N:8][C:7]([C:10]([OH:12])=O)=[CH:6][CH:5]=1)[CH3:2].C1N=CN(C(N2C=NC=C2)=O)C=1.Cl.[NH2:26][CH2:27][C:28]1[CH:29]=[C:30]2[C:34](=[CH:35][CH:36]=1)[C:33](=[O:37])[N:32]([C:38]1([CH3:46])[CH2:43][CH2:42][C:41](=[O:44])[NH:40][C:39]1=[O:45])[C:31]2=[O:47].O. (7) Given the product [F:1][C:2]([F:30])([F:31])[C:3]1[CH:4]=[C:5]([CH:23]=[C:24]([C:26]([F:29])([F:28])[F:27])[CH:25]=1)[CH2:6][N:7]([CH2:8][C:9]1[CH:14]=[CH:13][CH:12]=[CH:11][C:10]=1[C:15]1[CH:20]=[CH:19][CH:18]=[CH:17][C:16]=1[O:21][CH3:22])[CH3:34], predict the reactants needed to synthesize it. The reactants are: [F:1][C:2]([F:31])([F:30])[C:3]1[CH:4]=[C:5]([CH:23]=[C:24]([C:26]([F:29])([F:28])[F:27])[CH:25]=1)[CH2:6][NH:7][CH2:8][C:9]1[CH:14]=[CH:13][CH:12]=[CH:11][C:10]=1[C:15]1[CH:20]=[CH:19][CH:18]=[CH:17][C:16]=1[O:21][CH3:22].C=O.[C:34]([BH3-])#N.[Na+].O.